Task: Predict the reaction yield, written as a fraction of the theoretical maximum amount of product (1.0 means a 100% yield; for example, 0.34 means a 34% yield).. Dataset: Reaction yield outcomes from USPTO patents with 853,638 reactions (1) The reactants are [Br:1][C:2]1[C:6]([N+:7]([O-:9])=[O:8])=[C:5]([Br:10])[NH:4][N:3]=1.[H-].[Na+].Br[CH2:14][CH3:15]. The catalyst is CN(C=O)C. The product is [Br:1][C:2]1[C:6]([N+:7]([O-:9])=[O:8])=[C:5]([Br:10])[N:4]([CH2:14][CH3:15])[N:3]=1. The yield is 0.890. (2) The reactants are Br[C:2]1[N:3]([C:9]2[CH:16]=[CH:15][C:12]([C:13]#[N:14])=[CH:11][C:10]=2[CH3:17])[C:4]([CH:7]=[O:8])=[CH:5][CH:6]=1.[CH3:18][O:19][C:20]1[CH:25]=[CH:24][C:23](B(O)O)=[CH:22][CH:21]=1.C(=O)([O-])[O-].[Na+].[Na+]. The catalyst is COCCOC.O. The product is [CH:7]([C:4]1[N:3]([C:9]2[CH:16]=[CH:15][C:12]([C:13]#[N:14])=[CH:11][C:10]=2[CH3:17])[C:2]([C:23]2[CH:24]=[CH:25][C:20]([O:19][CH3:18])=[CH:21][CH:22]=2)=[CH:6][CH:5]=1)=[O:8]. The yield is 0.570. (3) The reactants are [C:1]([NH:4][C:5]1[CH:31]=[CH:30][CH:29]=[C:7]2[C:8]([N:10]([CH:13]([C:18]3[CH:23]=[CH:22][C:21]([O:24][CH3:25])=[C:20]([O:26][CH2:27][CH3:28])[CH:19]=3)[CH2:14][C:15]([OH:17])=O)[C:11](=[O:12])[C:6]=12)=[O:9])(=[O:3])[CH3:2].C(N1C=CN=C1)(N1C=CN=C1)=O.Cl.[NH2:45][OH:46]. The catalyst is O1CCCC1. The product is [C:1]([NH:4][C:5]1[CH:31]=[CH:30][CH:29]=[C:7]2[C:8]([N:10]([CH:13]([C:18]3[CH:23]=[CH:22][C:21]([O:24][CH3:25])=[C:20]([O:26][CH2:27][CH3:28])[CH:19]=3)[CH2:14][C:15]([NH:45][OH:46])=[O:17])[C:11](=[O:12])[C:6]=12)=[O:9])(=[O:3])[CH3:2]. The yield is 0.480. (4) The reactants are [Br:1][C:2]1[C:3]([N:8](C(=O)C)[NH2:9])=[N:4][CH:5]=[CH:6][CH:7]=1.[C:13](O)(=O)[CH3:14]. The catalyst is C1(C)C=CC=CC=1. The product is [Br:1][C:2]1[C:3]2[N:4]([C:13]([CH3:14])=[N:9][N:8]=2)[CH:5]=[CH:6][CH:7]=1. The yield is 0.840. (5) The reactants are [CH:1]([C:4]1[CH:10]=[CH:9][C:7]([NH2:8])=[CH:6][CH:5]=1)([CH3:3])[CH3:2].[F:11][C:12]([F:22])([F:21])[C:13]1[CH:20]=[CH:19][C:16]([CH:17]=O)=[CH:15][CH:14]=1.C(Cl)Cl. The catalyst is O. The product is [CH:1]([C:4]1[CH:10]=[CH:9][C:7](/[N:8]=[CH:17]/[C:16]2[CH:15]=[CH:14][C:13]([C:12]([F:11])([F:21])[F:22])=[CH:20][CH:19]=2)=[CH:6][CH:5]=1)([CH3:3])[CH3:2]. The yield is 0.990. (6) The reactants are C(O[C:4](=[O:21])[C:5](=[CH:11][NH:12][C:13]1[C:14]([CH3:20])=[N:15][C:16]([CH3:19])=[CH:17][CH:18]=1)[C:6]([O:8][CH2:9][CH3:10])=[O:7])C.C1(OC2C=CC=CC=2)C=CC=CC=1. No catalyst specified. The product is [CH2:9]([O:8][C:6]([C:5]1[C:4](=[O:21])[C:18]2[C:13](=[C:14]([CH3:20])[N:15]=[C:16]([CH3:19])[CH:17]=2)[NH:12][CH:11]=1)=[O:7])[CH3:10]. The yield is 0.360. (7) The reactants are [CH3:1][O:2][C:3]1[CH:4]=[C:5]2[C:10](=[CH:11][C:12]=1[O:13][CH3:14])[N:9]=[CH:8][CH:7]=[C:6]2[O:15][C:16]1[C:22]([CH3:23])=[CH:21][C:19]([NH2:20])=[C:18]([CH3:24])[CH:17]=1.ClC(Cl)(O[C:29](=[O:35])[O:30][C:31](Cl)(Cl)Cl)Cl.[CH3:37][O:38][C:39]1[CH:40]=[C:41](CO)[CH:42]=[CH:43][CH:44]=1.C(=O)(O)[O-].[Na+]. The catalyst is C(Cl)Cl.C(N(CC)CC)C.C1(C)C=CC=CC=1. The product is [CH3:1][O:2][C:3]1[CH:4]=[C:5]2[C:10](=[CH:11][C:12]=1[O:13][CH3:14])[N:9]=[CH:8][CH:7]=[C:6]2[O:15][C:16]1[C:22]([CH3:23])=[CH:21][C:19]([NH:20][C:29](=[O:35])[O:30][CH2:31][C:43]2[CH:42]=[CH:41][CH:40]=[C:39]([O:38][CH3:37])[CH:44]=2)=[C:18]([CH3:24])[CH:17]=1. The yield is 0.740. (8) The reactants are [Cl:1][C:2]1[CH:3]=[C:4]([N:8]2[N:12]=[N:11][C:10]([CH:13]3[CH2:18][O:17][CH2:16][CH2:15][N:14]3[C:19](=[S:22])[NH:20][CH3:21])=[N:9]2)[CH:5]=[CH:6][CH:7]=1.[CH3:23]I. The catalyst is CO.ClCCl. The product is [Cl:1][C:2]1[CH:3]=[C:4]([N:8]2[N:12]=[N:11][C:10]([CH:13]3[CH2:18][O:17][CH2:16][CH2:15][N:14]3[C:19]([S:22][CH3:23])=[N:20][CH3:21])=[N:9]2)[CH:5]=[CH:6][CH:7]=1. The yield is 1.00.